This data is from Peptide-MHC class II binding affinity with 134,281 pairs from IEDB. The task is: Regression. Given a peptide amino acid sequence and an MHC pseudo amino acid sequence, predict their binding affinity value. This is MHC class II binding data. (1) The peptide sequence is LVSQALNSVANRS. The MHC is HLA-DPA10201-DPB10501 with pseudo-sequence HLA-DPA10201-DPB10501. The binding affinity (normalized) is 0.167. (2) The peptide sequence is FFVFLALAGRSCTEE. The MHC is DRB1_0401 with pseudo-sequence DRB1_0401. The binding affinity (normalized) is 0.524. (3) The MHC is DRB1_1302 with pseudo-sequence DRB1_1302. The peptide sequence is AVKPAAEEVKVIPAG. The binding affinity (normalized) is 0.441. (4) The peptide sequence is VYGIFYATSFLDLYR. The MHC is HLA-DPA10201-DPB10501 with pseudo-sequence HLA-DPA10201-DPB10501. The binding affinity (normalized) is 0.173.